Predict which catalyst facilitates the given reaction. From a dataset of Catalyst prediction with 721,799 reactions and 888 catalyst types from USPTO. (1) Reactant: [Cl:1][C:2]1[CH:7]=[CH:6][C:5]([S:8]([NH:11][CH2:12][CH2:13][C:14]2[CH:19]=[CH:18][CH:17]=[C:16]([CH2:20][CH:21]3[CH2:25][C:24]([O:26]CC(C)C)=[C:23]([CH2:31][CH3:32])[C:22]3=[O:33])[CH:15]=2)(=[O:10])=[O:9])=[CH:4][CH:3]=1.Cl. Product: [Cl:1][C:2]1[CH:3]=[CH:4][C:5]([S:8]([NH:11][CH2:12][CH2:13][C:14]2[CH:19]=[CH:18][CH:17]=[C:16]([CH2:20][CH:21]3[CH2:25][C:24]([OH:26])=[C:23]([CH2:31][CH3:32])[C:22]3=[O:33])[CH:15]=2)(=[O:10])=[O:9])=[CH:6][CH:7]=1. The catalyst class is: 21. (2) Reactant: [CH3:1][C:2]1[CH:9]=[N:8][CH:7]=[CH:6][C:3]=1[C:4]#[N:5].CO[CH:12](OC)[N:13]([CH3:15])[CH3:14]. Product: [CH3:12][N:13]([CH3:15])/[CH:14]=[CH:1]/[C:2]1[CH:9]=[N:8][CH:7]=[CH:6][C:3]=1[C:4]#[N:5]. The catalyst class is: 3. (3) Reactant: [C:1]([O:5][C:6]([N:8]1[CH2:13][CH2:12][CH:11]([CH2:14][OH:15])[CH2:10][CH2:9]1)=[O:7])([CH3:4])([CH3:3])[CH3:2].C(OCC)C. Product: [C:1]([O:5][C:6]([N:8]1[CH2:13][CH2:12][CH:11]([CH:14]=[O:15])[CH2:10][CH2:9]1)=[O:7])([CH3:4])([CH3:3])[CH3:2]. The catalyst class is: 2. (4) Reactant: [C:1]([N:4]1[CH2:9][CH2:8][CH:7]([NH:10][NH:11][C:12]([O:14][C:15]([CH3:18])([CH3:17])[CH3:16])=[O:13])[CH2:6][CH2:5]1)(=[O:3])[CH3:2].[Br:19][C:20]1[C:21](Cl)=[N:22][C:23]([Cl:26])=[N:24][CH:25]=1.CCN(C(C)C)C(C)C. The catalyst class is: 14. Product: [C:1]([N:4]1[CH2:9][CH2:8][CH:7]([N:10]([C:21]2[C:20]([Br:19])=[CH:25][N:24]=[C:23]([Cl:26])[N:22]=2)[NH:11][C:12]([O:14][C:15]([CH3:18])([CH3:17])[CH3:16])=[O:13])[CH2:6][CH2:5]1)(=[O:3])[CH3:2]. (5) Reactant: [Cl:1][C:2]1[CH:3]=[C:4]([S:9]([NH:12][CH2:13][C:14]2[N:15]=[CH:16][C:17]([C:24]([O:26]C)=[O:25])=[N:18][C:19]=2[C:20]([F:23])([F:22])[F:21])(=[O:11])=[O:10])[CH:5]=[CH:6][C:7]=1[F:8].[OH-].C[Sn+](C)C. Product: [Cl:1][C:2]1[CH:3]=[C:4]([S:9]([NH:12][CH2:13][C:14]2[N:15]=[CH:16][C:17]([C:24]([OH:26])=[O:25])=[N:18][C:19]=2[C:20]([F:21])([F:22])[F:23])(=[O:11])=[O:10])[CH:5]=[CH:6][C:7]=1[F:8]. The catalyst class is: 26. (6) The catalyst class is: 10. Product: [C:17]([C:15]1[N:16]=[C:11]([Cl:10])[N:12]=[C:13]([NH:2][CH2:3][C@H:4]([OH:9])[C:5]([O:7][CH3:8])=[O:6])[CH:14]=1)(=[O:18])[NH2:19]. Reactant: Cl.[NH2:2][CH2:3][C@H:4]([OH:9])[C:5]([O:7][CH3:8])=[O:6].[Cl:10][C:11]1[N:16]=[C:15]([C:17]([NH2:19])=[O:18])[CH:14]=[C:13](Cl)[N:12]=1.CCN(C(C)C)C(C)C. (7) Reactant: [Cl:1][C:2]1[C:3]2[CH:10]=[CH:9][NH:8][C:4]=2[N:5]=[CH:6][N:7]=1.C([O-])([O-])=O.[K+].[K+].Br[CH2:18][CH:19]1[CH2:24][CH2:23][N:22]([C:25]([O:27][C:28]([CH3:31])([CH3:30])[CH3:29])=[O:26])[CH2:21][CH2:20]1. Product: [Cl:1][C:2]1[C:3]2[CH:10]=[CH:9][N:8]([CH2:18][CH:19]3[CH2:24][CH2:23][N:22]([C:25]([O:27][C:28]([CH3:29])([CH3:31])[CH3:30])=[O:26])[CH2:21][CH2:20]3)[C:4]=2[N:5]=[CH:6][N:7]=1. The catalyst class is: 3.